From a dataset of NCI-60 drug combinations with 297,098 pairs across 59 cell lines. Regression. Given two drug SMILES strings and cell line genomic features, predict the synergy score measuring deviation from expected non-interaction effect. (1) Drug 1: CC1=C2C(C(=O)C3(C(CC4C(C3C(C(C2(C)C)(CC1OC(=O)C(C(C5=CC=CC=C5)NC(=O)C6=CC=CC=C6)O)O)OC(=O)C7=CC=CC=C7)(CO4)OC(=O)C)O)C)OC(=O)C. Drug 2: C1CC(=O)NC(=O)C1N2C(=O)C3=CC=CC=C3C2=O. Cell line: COLO 205. Synergy scores: CSS=26.1, Synergy_ZIP=13.1, Synergy_Bliss=10.8, Synergy_Loewe=-1.72, Synergy_HSA=11.0. (2) Cell line: T-47D. Synergy scores: CSS=2.79, Synergy_ZIP=1.02, Synergy_Bliss=0.742, Synergy_Loewe=-8.13, Synergy_HSA=-3.49. Drug 2: CN(C(=O)NC(C=O)C(C(C(CO)O)O)O)N=O. Drug 1: C1C(C(OC1N2C=NC3=C(N=C(N=C32)Cl)N)CO)O. (3) Drug 1: CCC1=CC2CC(C3=C(CN(C2)C1)C4=CC=CC=C4N3)(C5=C(C=C6C(=C5)C78CCN9C7C(C=CC9)(C(C(C8N6C)(C(=O)OC)O)OC(=O)C)CC)OC)C(=O)OC.C(C(C(=O)O)O)(C(=O)O)O. Drug 2: C1=NC2=C(N1)C(=S)N=C(N2)N. Cell line: A549. Synergy scores: CSS=78.0, Synergy_ZIP=-3.61, Synergy_Bliss=-3.53, Synergy_Loewe=-2.24, Synergy_HSA=-1.35. (4) Drug 1: CS(=O)(=O)C1=CC(=C(C=C1)C(=O)NC2=CC(=C(C=C2)Cl)C3=CC=CC=N3)Cl. Drug 2: C1=CC(=C2C(=C1NCCNCCO)C(=O)C3=C(C=CC(=C3C2=O)O)O)NCCNCCO. Cell line: SK-MEL-28. Synergy scores: CSS=50.4, Synergy_ZIP=14.8, Synergy_Bliss=14.9, Synergy_Loewe=-43.6, Synergy_HSA=9.69. (5) Drug 1: CC1=C2C(C(=O)C3(C(CC4C(C3C(C(C2(C)C)(CC1OC(=O)C(C(C5=CC=CC=C5)NC(=O)OC(C)(C)C)O)O)OC(=O)C6=CC=CC=C6)(CO4)OC(=O)C)O)C)O. Drug 2: C1=CC=C(C=C1)NC(=O)CCCCCCC(=O)NO. Cell line: T-47D. Synergy scores: CSS=17.8, Synergy_ZIP=-7.46, Synergy_Bliss=-8.30, Synergy_Loewe=-3.44, Synergy_HSA=-3.07. (6) Drug 1: CC1=C2C(C(=O)C3(C(CC4C(C3C(C(C2(C)C)(CC1OC(=O)C(C(C5=CC=CC=C5)NC(=O)C6=CC=CC=C6)O)O)OC(=O)C7=CC=CC=C7)(CO4)OC(=O)C)O)C)OC(=O)C. Drug 2: C1CNP(=O)(OC1)N(CCCl)CCCl. Cell line: HT29. Synergy scores: CSS=31.9, Synergy_ZIP=-3.60, Synergy_Bliss=-9.19, Synergy_Loewe=-49.1, Synergy_HSA=-9.93. (7) Drug 1: C1=CC=C(C(=C1)C(C2=CC=C(C=C2)Cl)C(Cl)Cl)Cl. Drug 2: C(CCl)NC(=O)N(CCCl)N=O. Cell line: NCI/ADR-RES. Synergy scores: CSS=-0.0900, Synergy_ZIP=2.19, Synergy_Bliss=4.04, Synergy_Loewe=-3.09, Synergy_HSA=-0.862.